This data is from HIV replication inhibition screening data with 41,000+ compounds from the AIDS Antiviral Screen. The task is: Binary Classification. Given a drug SMILES string, predict its activity (active/inactive) in a high-throughput screening assay against a specified biological target. (1) The compound is CC(CCN)(CCN)[N+](=O)[O-]. The result is 0 (inactive). (2) The compound is OCC(O)COc1ccc(F)cc1. The result is 0 (inactive). (3) The drug is O=C1NN=C(c2c[nH]c3ccccc23)CC1NCc1ccccc1. The result is 0 (inactive).